Dataset: Reaction yield outcomes from USPTO patents with 853,638 reactions. Task: Predict the reaction yield, written as a fraction of the theoretical maximum amount of product (1.0 means a 100% yield; for example, 0.34 means a 34% yield). (1) The reactants are [CH3:1][C:2]1[N:7]=[C:6]2[S:8][C:9]3[CH2:13][CH2:12][CH2:11][C:10]=3[C:5]2=[C:4]([C:14]2[CH:19]=[CH:18][C:17]([CH3:20])=[CH:16][CH:15]=2)[C:3]=1[CH2:21][C:22]([O:24][CH3:25])=[O:23].[Li+].C[Si]([N-][Si](C)(C)C)(C)C.C1COCC1.[CH2:41](Br)[C:42]1[CH:47]=[CH:46][CH:45]=[CH:44][CH:43]=1.[I-].[K+].[Cl-].[NH4+]. The catalyst is CN(C=O)C. The product is [CH3:1][C:2]1[N:7]=[C:6]2[S:8][C:9]3[CH2:13][CH2:12][CH2:11][C:10]=3[C:5]2=[C:4]([C:14]2[CH:19]=[CH:18][C:17]([CH3:20])=[CH:16][CH:15]=2)[C:3]=1[CH:21]([CH2:41][C:42]1[CH:47]=[CH:46][CH:45]=[CH:44][CH:43]=1)[C:22]([O:24][CH3:25])=[O:23]. The yield is 0.720. (2) The reactants are [CH3:1][NH:2][CH:3]1[CH2:16][C:15]2[C:6]([CH3:25])([CH:7]3[CH:12]([CH2:13][CH:14]=2)[CH:11]2[CH2:17][CH2:18][CH:19]4[CH:20]([CH3:24])[N:21]([CH3:23])[CH2:22][C:10]24[CH2:9][CH2:8]3)[CH2:5][CH2:4]1.Br[C:27]1[CH:34]=[CH:33][C:30]([C:31]#[N:32])=[CH:29][CH:28]=1.C1(P(C2C=CC=CC=2)C2C=CC3C(=CC=CC=3)C=2C2C3C(=CC=CC=3)C=CC=2P(C2C=CC=CC=2)C2C=CC=CC=2)C=CC=CC=1.C(=O)([O-])[O-].[Cs+].[Cs+]. The catalyst is C1(C)C=CC=CC=1. The product is [CH3:1][N:2]([CH:3]1[CH2:16][C:15]2[C:6]([CH3:25])([CH:7]3[CH:12]([CH2:13][CH:14]=2)[CH:11]2[CH2:17][CH2:18][CH:19]4[CH:20]([CH3:24])[N:21]([CH3:23])[CH2:22][C:10]24[CH2:9][CH2:8]3)[CH2:5][CH2:4]1)[C:27]1[CH:34]=[CH:33][C:30]([C:31]#[N:32])=[CH:29][CH:28]=1. The yield is 0.460. (3) The reactants are [NH:1]([C:3]1[CH:11]=[CH:10][C:6]([C:7]([OH:9])=[O:8])=[CH:5][N:4]=1)[NH2:2].[C:12]([C:14]1[CH:19]=[CH:18][C:17]([C:20](=[CH:26]N(C)C)[C:21](OCC)=[O:22])=[CH:16][CH:15]=1)#[N:13].Cl.CCN(C(C)C)C(C)C. The catalyst is CC(O)C. The product is [C:12]([C:14]1[CH:19]=[CH:18][C:17]([C:20]2[CH:26]=[N:2][N:1]([C:3]3[CH:11]=[CH:10][C:6]([C:7]([OH:9])=[O:8])=[CH:5][N:4]=3)[C:21]=2[OH:22])=[CH:16][CH:15]=1)#[N:13]. The yield is 0.770. (4) The reactants are [CH2:1]([C:8]1[N:9]([CH2:14][CH2:15][C:16]2[S:17][CH:18]=[CH:19][CH:20]=2)[C:10](=O)[NH:11][N:12]=1)[C:2]1[CH:7]=[CH:6][CH:5]=[CH:4][CH:3]=1.COC1C=CC(P2(SP(C3C=CC(OC)=CC=3)(=S)S2)=[S:30])=CC=1. The catalyst is C1(C)C=CC=CC=1. The product is [CH2:1]([C:8]1[N:9]([CH2:14][CH2:15][C:16]2[S:17][CH:18]=[CH:19][CH:20]=2)[C:10](=[S:30])[NH:11][N:12]=1)[C:2]1[CH:7]=[CH:6][CH:5]=[CH:4][CH:3]=1. The yield is 0.210. (5) The yield is 0.950. The catalyst is CO.CN(C=O)C.ClCCl.C(OCC)(=O)C.C(O)(=O)C.[OH-].[Pd+2].[OH-]. The reactants are C([O:8][C:9]1[CH:18]=[C:17]2[C:12]([C:13]([O:19][C:20]3[CH:25]=[CH:24][C:23]([NH:26][C:27](=[O:39])[C:28]([NH:30][CH2:31][CH2:32][C:33]4[CH:38]=[CH:37][CH:36]=[CH:35][CH:34]=4)=[O:29])=[CH:22][C:21]=3[F:40])=[CH:14][CH:15]=[N:16]2)=[CH:11][C:10]=1[O:41][CH3:42])C1C=CC=CC=1. The product is [F:40][C:21]1[CH:22]=[C:23]([NH:26][C:27](=[O:39])[C:28]([NH:30][CH2:31][CH2:32][C:33]2[CH:34]=[CH:35][CH:36]=[CH:37][CH:38]=2)=[O:29])[CH:24]=[CH:25][C:20]=1[O:19][C:13]1[C:12]2[C:17](=[CH:18][C:9]([OH:8])=[C:10]([O:41][CH3:42])[CH:11]=2)[N:16]=[CH:15][CH:14]=1. (6) The reactants are [OH-].[K+].[CH2:3]([C:5]([S:26]([CH3:29])(=[O:28])=[O:27])([CH2:11][CH2:12][N:13]1[CH:18]=[CH:17][C:16]([C:19]2[CH:24]=[CH:23][CH:22]=[CH:21][CH:20]=2)=[CH:15][C:14]1=[O:25])[C:6]([O:8]CC)=[O:7])[CH3:4].O1CCCC1CO.O.Cl. The catalyst is O. The product is [CH2:3]([C:5]([S:26]([CH3:29])(=[O:28])=[O:27])([CH2:11][CH2:12][N:13]1[CH:18]=[CH:17][C:16]([C:19]2[CH:24]=[CH:23][CH:22]=[CH:21][CH:20]=2)=[CH:15][C:14]1=[O:25])[C:6]([OH:8])=[O:7])[CH3:4]. The yield is 0.850.